This data is from Forward reaction prediction with 1.9M reactions from USPTO patents (1976-2016). The task is: Predict the product of the given reaction. (1) Given the reactants [Cl:1][C:2]1[CH:7]=[CH:6][C:5]([C:8](=[O:26])[CH2:9][CH2:10][C:11]2[CH:16]=[CH:15][C:14]([S:17]([NH:20][CH2:21][C:22]([OH:25])([CH3:24])[CH3:23])(=[O:19])=[O:18])=[CH:13][CH:12]=2)=[C:4]([NH:27][C:28]2[CH:33]=[CH:32][CH:31]=[CH:30][CH:29]=2)[CH:3]=1.[O:34]=[C:35]([CH3:39])[C:36](Cl)=[O:37], predict the reaction product. The product is: [Cl:1][C:2]1[CH:7]=[CH:6][C:5]([C:8](=[O:26])[CH2:9][CH2:10][C:11]2[CH:16]=[CH:15][C:14]([S:17](=[O:19])(=[O:18])[NH:20][CH2:21][C:22]([OH:25])([CH3:24])[CH3:23])=[CH:13][CH:12]=2)=[C:4]([N:27]([C:28]2[CH:29]=[CH:30][CH:31]=[CH:32][CH:33]=2)[C:36](=[O:37])[C:35](=[O:34])[CH3:39])[CH:3]=1. (2) The product is: [CH2:15]([O:14][C:10](=[O:13])/[CH:11]=[CH:12]/[C:6]1[C:5]([NH2:9])=[CH:4][CH:3]=[C:2]([Br:1])[N:7]=1)[CH3:16]. Given the reactants [Br:1][C:2]1[N:7]=[C:6](I)[C:5]([NH2:9])=[CH:4][CH:3]=1.[C:10]([O:14][CH2:15][CH3:16])(=[O:13])[CH:11]=[CH2:12].C1(P(C2C=CC=CC=2)C2C=CC=CC=2)C=CC=CC=1.C(N(CC)CC)C, predict the reaction product. (3) Given the reactants [CH:1]([CH:3]1[CH2:8][CH2:7][N:6]([C:9]([O:11][C:12]([CH3:15])([CH3:14])[CH3:13])=[O:10])[CH2:5][CH2:4]1)=O.[F:16][C:17]([F:21])([F:20])[CH2:18][NH2:19].C(O[BH-](OC(=O)C)OC(=O)C)(=O)C.[Na+].[OH-].[Na+], predict the reaction product. The product is: [F:16][C:17]([F:21])([F:20])[CH2:18][NH:19][CH2:1][CH:3]1[CH2:8][CH2:7][N:6]([C:9]([O:11][C:12]([CH3:15])([CH3:14])[CH3:13])=[O:10])[CH2:5][CH2:4]1. (4) The product is: [CH2:26]([O:25][C:22]1[CH:23]=[C:24]2[C:19](=[CH:20][C:21]=1[O:28][CH2:29][CH3:30])[N:18]=[CH:17][C:16]([C:31]([NH2:33])=[O:32])=[C:15]2[NH:14][C:10]1[CH:11]=[CH:12][CH:13]=[C:8]([CH2:7][N:1]2[CH:5]=[CH:4][N:3]=[CH:2]2)[C:9]=1[CH2:34][CH3:35])[CH3:27]. Given the reactants [NH:1]1[CH:5]=[CH:4][N:3]=[CH:2]1.Cl[CH2:7][C:8]1[C:9]([CH2:34][CH3:35])=[C:10]([NH:14][C:15]2[C:24]3[C:19](=[CH:20][C:21]([O:28][CH2:29][CH3:30])=[C:22]([O:25][CH2:26][CH3:27])[CH:23]=3)[N:18]=[CH:17][C:16]=2[C:31]([NH2:33])=[O:32])[CH:11]=[CH:12][CH:13]=1, predict the reaction product. (5) Given the reactants [CH3:1][NH:2][CH:3]1[CH2:16][C:15]2[C:6]([CH3:25])([CH:7]3[CH:12]([CH2:13][CH:14]=2)[CH:11]2[CH2:17][CH2:18][CH:19]4[CH:20]([CH3:24])[N:21]([CH3:23])[CH2:22][C:10]24[CH2:9][CH2:8]3)[CH2:5][CH2:4]1.CC1N(C)CC23CCC4C5(C)CCC(N(C)C)CC5=CCC4C2CCC13.Cl, predict the reaction product. The product is: [CH3:1][NH:2][CH:3]1[CH2:16][CH:15]2[C:6]([CH3:25])([CH:7]3[CH:12]([CH2:13][CH2:14]2)[CH:11]2[CH2:17][CH2:18][CH:19]4[CH:20]([CH3:24])[N:21]([CH3:23])[CH2:22][C:10]24[CH2:9][CH2:8]3)[CH2:5][CH2:4]1. (6) Given the reactants Cl.Cl.[C:3]([C:7]1[CH:12]=[C:11]([CH3:13])[CH:10]=[CH:9][C:8]=1[N:14]1[CH2:19][CH2:18][NH:17][CH2:16][CH2:15]1)([CH3:6])([CH3:5])[CH3:4].[CH2:20]([O:22][C:23](=[O:28])[CH2:24][C:25](O)=[O:26])[CH3:21].CCN=C=NCCCN(C)C.C1C=CC2N(O)N=NC=2C=1.C(N(CC)CC)C.C(=O)([O-])O.[Na+], predict the reaction product. The product is: [C:3]([C:7]1[CH:12]=[C:11]([CH3:13])[CH:10]=[CH:9][C:8]=1[N:14]1[CH2:15][CH2:16][N:17]([C:25](=[O:26])[CH2:24][C:23]([O:22][CH2:20][CH3:21])=[O:28])[CH2:18][CH2:19]1)([CH3:6])([CH3:4])[CH3:5]. (7) Given the reactants [O:1]1CCO[CH:2]1[CH2:6][CH2:7][C:8]1[C:9]([C:44]([O:46][C:47]([CH3:50])([CH3:49])[CH3:48])=[O:45])=[N:10][C:11]([N:14]2[CH2:23][CH2:22][C:21]3[C:16](=[C:17]([C:24](=[O:43])/[N:25]=[C:26]4\[S:27][C:28]5[CH:42]=[CH:41][CH:40]=[CH:39][C:29]=5[N:30]\4[CH2:31][O:32][CH2:33][CH2:34][Si:35]([CH3:38])([CH3:37])[CH3:36])[CH:18]=[CH:19][CH:20]=3)[CH2:15]2)=[CH:12][CH:13]=1.Cl, predict the reaction product. The product is: [O:1]=[CH:2][CH2:6][CH2:7][C:8]1[C:9]([C:44]([O:46][C:47]([CH3:50])([CH3:49])[CH3:48])=[O:45])=[N:10][C:11]([N:14]2[CH2:23][CH2:22][C:21]3[C:16](=[C:17]([C:24](=[O:43])/[N:25]=[C:26]4\[S:27][C:28]5[CH:42]=[CH:41][CH:40]=[CH:39][C:29]=5[N:30]\4[CH2:31][O:32][CH2:33][CH2:34][Si:35]([CH3:38])([CH3:37])[CH3:36])[CH:18]=[CH:19][CH:20]=3)[CH2:15]2)=[CH:12][CH:13]=1. (8) Given the reactants [Cl:1][C:2]1[C:7]([C:8](=O)[CH2:9][C:10]2[CH:15]=[CH:14][N:13]=[C:12]([Cl:16])[N:11]=2)=[CH:6][CH:5]=[CH:4][C:3]=1[NH:18][C:19](=[O:24])[O:20][CH2:21][CH:22]=[CH2:23].C1C(=O)N(Br)C(=O)C1.[N:33]1([C:39](=[S:41])[NH2:40])[CH2:38][CH2:37][O:36][CH2:35][CH2:34]1, predict the reaction product. The product is: [Cl:1][C:2]1[C:7]([C:8]2[N:40]=[C:39]([N:33]3[CH2:38][CH2:37][O:36][CH2:35][CH2:34]3)[S:41][C:9]=2[C:10]2[CH:15]=[CH:14][N:13]=[C:12]([Cl:16])[N:11]=2)=[CH:6][CH:5]=[CH:4][C:3]=1[NH:18][C:19](=[O:24])[O:20][CH2:21][CH:22]=[CH2:23]. (9) Given the reactants [Br:1][C:2]1[N:7]2[N:8]=[C:9]([NH2:11])[N:10]=[C:6]2[CH:5]=[CH:4][CH:3]=1.Cl.[C:13](Cl)(=[O:20])[C:14]1[CH:19]=[CH:18][CH:17]=[N:16][CH:15]=1, predict the reaction product. The product is: [Br:1][C:2]1[N:7]2[N:8]=[C:9]([NH:11][C:13](=[O:20])[C:14]3[CH:19]=[CH:18][CH:17]=[N:16][CH:15]=3)[N:10]=[C:6]2[CH:5]=[CH:4][CH:3]=1.